This data is from Peptide-MHC class II binding affinity with 134,281 pairs from IEDB. The task is: Regression. Given a peptide amino acid sequence and an MHC pseudo amino acid sequence, predict their binding affinity value. This is MHC class II binding data. (1) The peptide sequence is LQIIDKIDAAFKVAA. The binding affinity (normalized) is 0.600. The MHC is DRB1_1602 with pseudo-sequence DRB1_1602. (2) The peptide sequence is QKTKQIGNRPGPSRG. The MHC is DRB5_0101 with pseudo-sequence DRB5_0101. The binding affinity (normalized) is 0.